This data is from Catalyst prediction with 721,799 reactions and 888 catalyst types from USPTO. The task is: Predict which catalyst facilitates the given reaction. (1) The catalyst class is: 3. Product: [F:1][C:2]1[CH:3]=[C:4]([N+:9]([O-:11])=[O:10])[CH:5]=[CH:6][C:7]=1[N:12]1[CH2:16][CH2:15][CH2:14][C@@H:13]1[CH2:17][OH:18]. Reactant: [F:1][C:2]1[CH:3]=[C:4]([N+:9]([O-:11])=[O:10])[CH:5]=[CH:6][C:7]=1F.[NH:12]1[CH2:16][CH2:15][CH2:14][C@@H:13]1[CH2:17][OH:18].C([O-])([O-])=O.[K+].[K+]. (2) Reactant: [Cl:1][C:2]1[N:3]=[C:4](Cl)[C:5]2[S:10][CH:9]=[C:8]([CH3:11])[C:6]=2[N:7]=1.[C:13]12([NH2:23])[CH2:22][CH:17]3[CH2:18][CH:19]([CH2:21][CH:15]([CH2:16]3)[CH2:14]1)[CH2:20]2. Product: [C:13]12([NH:23][C:4]3[C:5]4[S:10][CH:9]=[C:8]([CH3:11])[C:6]=4[N:7]=[C:2]([Cl:1])[N:3]=3)[CH2:20][CH:19]3[CH2:18][CH:17]([CH2:16][CH:15]([CH2:21]3)[CH2:14]1)[CH2:22]2. The catalyst class is: 3. (3) The catalyst class is: 9. Product: [CH3:32][O:20][N:19]=[C:15]([C:12]1[CH:13]=[CH:14][C:9]([O:8][CH2:7][CH2:6][CH2:5][O:4][C:3]2[C:2]([Cl:1])=[CH:24][C:23]([O:25][CH2:26][CH:27]=[C:28]([Cl:30])[Cl:29])=[CH:22][C:21]=2[Cl:31])=[CH:10][CH:11]=1)[C:16](=[O:18])[CH3:17]. Reactant: [Cl:1][C:2]1[CH:24]=[C:23]([O:25][CH2:26][CH:27]=[C:28]([Cl:30])[Cl:29])[CH:22]=[C:21]([Cl:31])[C:3]=1[O:4][CH2:5][CH2:6][CH2:7][O:8][C:9]1[CH:14]=[CH:13][C:12]([C:15](=[N:19][OH:20])[C:16](=[O:18])[CH3:17])=[CH:11][CH:10]=1.[C:32](=O)([O-])[O-].[K+].[K+].CI.O. (4) Reactant: [Cl:1][C:2]1[N:3]=[C:4]([N:11]2[CH2:16][CH2:15][O:14][CH2:13][CH2:12]2)[C:5]2[S:10][CH:9]=[CH:8][C:6]=2[N:7]=1.C([Li])CCC.CON(C)[C:25](=[O:34])[C:26]1[CH:31]=[CH:30][CH:29]=[C:28]([S:32][CH3:33])[CH:27]=1. Product: [Cl:1][C:2]1[N:3]=[C:4]([N:11]2[CH2:16][CH2:15][O:14][CH2:13][CH2:12]2)[C:5]2[S:10][C:9]([C:25]([C:26]3[CH:31]=[CH:30][CH:29]=[C:28]([S:32][CH3:33])[CH:27]=3)=[O:34])=[CH:8][C:6]=2[N:7]=1. The catalyst class is: 1. (5) Reactant: [F:1][C:2]1[CH:7]=[CH:6][CH:5]=[CH:4][C:3]=1[CH:8]=[CH:9][C:10]([NH:12][C@H:13]([C:23]([O:25]C)=[O:24])[CH2:14][C:15]1[CH:20]=[CH:19][C:18]([O:21][CH3:22])=[CH:17][CH:16]=1)=[O:11].[OH-].[Na+]. Product: [F:1][C:2]1[CH:7]=[CH:6][CH:5]=[CH:4][C:3]=1[CH:8]=[CH:9][C:10]([NH:12][C@H:13]([C:23]([OH:25])=[O:24])[CH2:14][C:15]1[CH:16]=[CH:17][C:18]([O:21][CH3:22])=[CH:19][CH:20]=1)=[O:11]. The catalyst class is: 5. (6) Reactant: [NH2:1][C:2]1[CH:12]=[C:5]2[CH2:6][N:7]([CH3:11])[C:8](=[O:10])[CH2:9][N:4]2[N:3]=1.Br[C:14]1[C:15](=[O:22])[N:16]([CH3:21])[CH:17]=[C:18]([Br:20])[CH:19]=1.C(=O)([O-])[O-].[Cs+].[Cs+].CC1(C)C2C(=C(P(C3C=CC=CC=3)C3C=CC=CC=3)C=CC=2)OC2C(P(C3C=CC=CC=3)C3C=CC=CC=3)=CC=CC1=2. The catalyst class is: 102. Product: [Br:20][C:18]1[CH:19]=[C:14]([NH:1][C:2]2[CH:12]=[C:5]3[CH2:6][N:7]([CH3:11])[C:8](=[O:10])[CH2:9][N:4]3[N:3]=2)[C:15](=[O:22])[N:16]([CH3:21])[CH:17]=1. (7) Reactant: [NH:1]1[CH:5]=[CH:4][N:3]=[C:2]1[CH:6]=[O:7].C(=O)([O-])[O-].[K+].[K+].Br[CH2:15][C:16]1[CH:21]=[CH:20][CH:19]=[CH:18][CH:17]=1. Product: [CH2:15]([N:1]1[CH:5]=[CH:4][N:3]=[C:2]1[CH:6]=[O:7])[C:16]1[CH:21]=[CH:20][CH:19]=[CH:18][CH:17]=1. The catalyst class is: 10. (8) The catalyst class is: 17. Product: [Br:1][C:2]1[CH:8]=[C:7]([C:9]([F:14])([F:15])[C:10]([F:13])([F:12])[F:11])[CH:6]=[C:5]([C:16]([F:17])([F:18])[F:19])[C:3]=1[NH:4][C:26](=[O:27])[C:25]1[CH:29]=[CH:30][CH:31]=[C:23]([N+:20]([O-:22])=[O:21])[CH:24]=1. Reactant: [Br:1][C:2]1[CH:8]=[C:7]([C:9]([F:15])([F:14])[C:10]([F:13])([F:12])[F:11])[CH:6]=[C:5]([C:16]([F:19])([F:18])[F:17])[C:3]=1[NH2:4].[N+:20]([C:23]1[CH:24]=[C:25]([CH:29]=[CH:30][CH:31]=1)[C:26](Cl)=[O:27])([O-:22])=[O:21].O.C(OCC)(=O)C.